Dataset: Reaction yield outcomes from USPTO patents with 853,638 reactions. Task: Predict the reaction yield, written as a fraction of the theoretical maximum amount of product (1.0 means a 100% yield; for example, 0.34 means a 34% yield). (1) The reactants are [CH3:1][N:2]1[CH2:7][CH2:6][CH2:5][C@@H:4]([O:8][C:9]2[C:17]3[C:16]4[CH:18]=[C:19]([C:22]#[N:23])[N:20]=[CH:21][C:15]=4[N:14](COCC[Si](C)(C)C)[C:13]=3[N:12]=[CH:11][CH:10]=2)[CH2:3]1.Br.[OH-].[Na+].Cl. The catalyst is O1CCOCC1. The product is [CH3:1][N:2]1[CH2:7][CH2:6][CH2:5][C@@H:4]([O:8][C:9]2[C:17]3[C:16]4[CH:18]=[C:19]([C:22]#[N:23])[N:20]=[CH:21][C:15]=4[NH:14][C:13]=3[N:12]=[CH:11][CH:10]=2)[CH2:3]1. The yield is 0.270. (2) The reactants are C[C:2]1[CH2:6][CH2:5][CH2:4][N:3]=1.C1C(=O)N([Cl:14])C(=O)C1.[CH3:15][O-:16].[Na+].[CH3:18][OH:19]. The yield is 0.940. The product is [Cl:14][C:6]1[CH:5]=[CH:4][NH:3][C:2]=1[C:15]([O:19][CH3:18])=[O:16]. No catalyst specified. (3) The reactants are [CH2:1]([N:8]1[C:16](=[O:17])[CH:15]2[CH:10]([N:11](C(OC(C)(C)C)=O)[CH2:12][CH2:13][N:14]2C(OC(C)(C)C)=O)[C:9]1=[O:32])[C:2]1[CH:7]=[CH:6][CH:5]=[CH:4][CH:3]=1.Cl.[OH-].[Na+]. The catalyst is O1CCCC1.C(OCC)(=O)C. The product is [CH2:1]([N:8]1[C:9](=[O:32])[CH:10]2[CH:15]([NH:14][CH2:13][CH2:12][NH:11]2)[C:16]1=[O:17])[C:2]1[CH:3]=[CH:4][CH:5]=[CH:6][CH:7]=1. The yield is 0.240. (4) The reactants are [NH2:1][C:2]1[CH:3]=[C:4]([CH:17]=[CH:18][C:19]=1[CH3:20])[CH2:5][C:6]1[N:7]=[CH:8][N:9]([S:11]([N:14]([CH3:16])[CH3:15])(=[O:13])=[O:12])[CH:10]=1.[CH3:21][S:22](Cl)(=[O:24])=[O:23]. No catalyst specified. The product is [CH3:16][N:14]([CH3:15])[S:11]([N:9]1[CH:10]=[C:6]([CH2:5][C:4]2[CH:17]=[CH:18][C:19]([CH3:20])=[C:2]([NH:1][S:22]([CH3:21])(=[O:24])=[O:23])[CH:3]=2)[N:7]=[CH:8]1)(=[O:12])=[O:13]. The yield is 0.810. (5) The reactants are [CH:1]([Mg]Cl)([CH3:3])C.I[C:7]1[NH:8]C2C(N=CC=2)=C[N:12]=1.CC1C=CC=C(C)C=1[Mg]Br.[Na].[Cl:27][C:28]1[CH:39]=[CH:38][C:31](C(N(OC)C)=O)=[C:30]([NH:40][S:41]([C:44]2[CH:49]=[CH:48][C:47]([Cl:50])=[C:46]([C:51]([F:54])([F:53])[F:52])[CH:45]=2)(=[O:43])=[O:42])[CH:29]=1.[H-].[Na+].[NH4+:57].[Cl-].[CH2:59]1[CH2:63][O:62][CH2:61][CH2:60]1. No catalyst specified. The product is [Cl:50][C:47]1[CH:48]=[CH:49][C:44]([S:41]([NH:40][C:30]2[CH:29]=[C:28]([Cl:27])[CH:39]=[CH:38][C:31]=2[C:63]([C:59]2[C:60]3[CH:3]=[CH:1][NH:57][C:61]=3[N:8]=[CH:7][N:12]=2)=[O:62])(=[O:42])=[O:43])=[CH:45][C:46]=1[C:51]([F:52])([F:53])[F:54]. The yield is 0.670. (6) The reactants are [CH:1]1([C:7]([C:9]2[O:10][C:11]3[CH:18]=[CH:17][C:16]([F:19])=[CH:15][C:12]=3[C:13]=2[CH3:14])=O)[CH2:6][CH2:5][CH2:4][CH2:3][CH2:2]1.[NH2:20][C:21]1[N:26]=[CH:25][C:24]([C:27]([O:29][CH3:30])=[O:28])=[CH:23][CH:22]=1.C(=O)([O-])O.[Na+].C([BH3-])#N.[Na+]. The catalyst is C(Cl)Cl.[Ti](Cl)(Cl)(Cl)Cl.C(O)(=O)C.O1CCCC1.C(O)C.C(N(CC)CC)C. The product is [CH:1]1([CH:7]([NH:20][C:21]2[N:26]=[CH:25][C:24]([C:27]([O:29][CH3:30])=[O:28])=[CH:23][CH:22]=2)[C:9]2[O:10][C:11]3[CH:18]=[CH:17][C:16]([F:19])=[CH:15][C:12]=3[C:13]=2[CH3:14])[CH2:6][CH2:5][CH2:4][CH2:3][CH2:2]1. The yield is 0.120.